Task: Predict the reactants needed to synthesize the given product.. Dataset: Full USPTO retrosynthesis dataset with 1.9M reactions from patents (1976-2016) Given the product [F:13][C:9]1[N:8]=[CH:7][C:6]([C:3]2[CH:4]=[CH:5][S:1][CH:2]=2)=[CH:11][N:10]=1, predict the reactants needed to synthesize it. The reactants are: [S:1]1[CH:5]=[CH:4][C:3]([C:6]2[CH:7]=[N:8][C:9](N)=[N:10][CH:11]=2)=[CH:2]1.[FH:13].N(OC(C)(C)C)=O.C(=O)(O)[O-].[Na+].